Predict the reactants needed to synthesize the given product. From a dataset of Full USPTO retrosynthesis dataset with 1.9M reactions from patents (1976-2016). (1) Given the product [C:1]([O:5][C:6]([N:8]1[CH2:13][CH2:12][CH:11]([N:14]([CH2:15][C:16]2[CH:21]=[C:20]([C:22]([F:24])([F:23])[F:25])[CH:19]=[C:18]([C:26]([F:29])([F:27])[F:28])[CH:17]=2)[C:33]([O:35][CH3:36])=[O:34])[CH2:10][CH:9]1[CH2:30][CH3:31])=[O:7])([CH3:4])([CH3:3])[CH3:2], predict the reactants needed to synthesize it. The reactants are: [C:1]([O:5][C:6]([N:8]1[CH2:13][CH2:12][CH:11]([NH:14][CH2:15][C:16]2[CH:21]=[C:20]([C:22]([F:25])([F:24])[F:23])[CH:19]=[C:18]([C:26]([F:29])([F:28])[F:27])[CH:17]=2)[CH2:10][CH:9]1[CH2:30][CH3:31])=[O:7])([CH3:4])([CH3:3])[CH3:2].Cl[C:33]([O:35][CH3:36])=[O:34]. (2) Given the product [C:23]([O:25][CH2:2][CH2:3][CH2:4][C:5]([O:7][C:8]([CH3:11])([CH3:10])[CH3:9])=[O:6])(=[O:24])[CH2:22][CH2:21][C:20]([O:19][CH2:12][C:13]1[CH:14]=[CH:15][CH:16]=[CH:17][CH:18]=1)=[O:26], predict the reactants needed to synthesize it. The reactants are: Cl[CH2:2][CH2:3][CH2:4][C:5]([O:7][C:8]([CH3:11])([CH3:10])[CH3:9])=[O:6].[CH2:12]([O:19][C:20](=[O:26])[CH2:21][CH2:22][C:23]([O-:25])=[O:24])[C:13]1[CH:18]=[CH:17][CH:16]=[CH:15][CH:14]=1.[Cs+]. (3) The reactants are: [H-].[Na+].[CH3:3][O:4][C:5]1[CH:10]=[CH:9][CH:8]=[CH:7][C:6]=1[N:11]1[CH2:16][CH2:15][NH:14][CH2:13][CH2:12]1.Br[CH2:18][C:19]1[N:29]([CH2:30][C:31]([CH3:34])([CH3:33])[CH3:32])[C:22]2[N:23]=[C:24]([C:27]#[N:28])[N:25]=[CH:26][C:21]=2[CH:20]=1. Given the product [CH3:32][C:31]([CH3:34])([CH3:33])[CH2:30][N:29]1[C:22]2[N:23]=[C:24]([C:27]#[N:28])[N:25]=[CH:26][C:21]=2[CH:20]=[C:19]1[CH2:18][N:14]1[CH2:15][CH2:16][N:11]([C:6]2[CH:7]=[CH:8][CH:9]=[CH:10][C:5]=2[O:4][CH3:3])[CH2:12][CH2:13]1, predict the reactants needed to synthesize it. (4) Given the product [I:1][C:2]1[CH:3]=[CH:4][C:5]([O:10][CH:14]2[CH2:15][CH2:16][O:11][CH2:12][CH2:13]2)=[C:6]([CH:9]=1)[CH:7]=[O:8], predict the reactants needed to synthesize it. The reactants are: [I:1][C:2]1[CH:9]=[C:6]([CH:7]=[O:8])[C:5]([OH:10])=[CH:4][CH:3]=1.[O:11]1[CH2:16][CH2:15][CH:14](OS(C)(=O)=O)[CH2:13][CH2:12]1.C([O-])([O-])=O.[K+].[K+]. (5) Given the product [CH3:20][O:19][CH2:18][CH2:17][CH2:16][CH2:15][CH:4]1[O:3][C:7]2=[N:8][C:9]3[CH:14]=[CH:13][CH:12]=[CH:11][C:10]=3[N:6]2[CH2:5]1, predict the reactants needed to synthesize it. The reactants are: [H-].[Na+].[O:3]1[C:7]2=[N:8][C:9]3[CH:14]=[CH:13][CH:12]=[CH:11][C:10]=3[N:6]2[CH2:5][CH:4]1[CH2:15][CH2:16][CH2:17][CH2:18][OH:19].[CH3:20]I.O.